This data is from Catalyst prediction with 721,799 reactions and 888 catalyst types from USPTO. The task is: Predict which catalyst facilitates the given reaction. (1) Reactant: [Br:1][C:2]1[CH:11]=[CH:10][C:9]2[N:8]=[C:7](Cl)[C:6]3=[N:13][N:14](CC4C=CC(OC)=CC=4)[CH:15]=[C:5]3[C:4]=2[CH:3]=1.[NH:25]1[C:33]2[C:28](=[CH:29][CH:30]=[CH:31][C:32]=2[NH2:34])[CH:27]=[N:26]1.Cl. Product: [Br:1][C:2]1[CH:11]=[CH:10][C:9]2[N:8]=[C:7]([NH:34][C:32]3[CH:31]=[CH:30][CH:29]=[C:28]4[C:33]=3[NH:25][N:26]=[CH:27]4)[C:6]3=[N:13][NH:14][CH:15]=[C:5]3[C:4]=2[CH:3]=1. The catalyst class is: 71. (2) Reactant: Cl.Cl.[Cl:3][C:4]1[CH:9]=[CH:8][C:7]([N:10]2[CH2:15][CH2:14][NH:13][C@@H:12]([CH3:16])[CH2:11]2)=[CH:6][C:5]=1[O:17][CH2:18][CH3:19].[NH:20]1[CH:24]=[CH:23][N:22]=[C:21]1[C:25]1[C:33]2[C:28](=[N:29][CH:30]=[CH:31][CH:32]=2)[N:27]([CH2:34][C:35](O)=[O:36])[N:26]=1.CN(C(ON1N=NC2C=CC=CC1=2)=[N+](C)C)C.F[P-](F)(F)(F)(F)F.CCN(C(C)C)C(C)C. Product: [NH:20]1[CH:24]=[CH:23][N:22]=[C:21]1[C:25]1[C:33]2[C:28](=[N:29][CH:30]=[CH:31][CH:32]=2)[N:27]([CH2:34][C:35]([N:13]2[CH2:14][CH2:15][N:10]([C:7]3[CH:8]=[CH:9][C:4]([Cl:3])=[C:5]([O:17][CH2:18][CH3:19])[CH:6]=3)[CH2:11][C@@H:12]2[CH3:16])=[O:36])[N:26]=1. The catalyst class is: 329. (3) Reactant: FC(F)(F)C([NH:5][C:6]1[CH:11]=[CH:10][CH:9]=[CH:8][C:7]=1[C:12]#[C:13][C:14]1[CH:19]=[CH:18][CH:17]=[C:16]([C:20]([F:23])([F:22])[F:21])[CH:15]=1)=O.[CH2:26]([O:28][C:29](=[O:32])[CH2:30]I)[CH3:27].C([O-])([O-])=O.[K+].[K+].[NH4+].[Cl-]. Product: [F:21][C:20]([F:22])([F:23])[C:16]1[CH:15]=[C:14]([CH2:13][C:12]2[C:7]3[C:6](=[CH:11][CH:10]=[CH:9][CH:8]=3)[NH:5][C:30]=2[C:29]([O:28][CH2:26][CH3:27])=[O:32])[CH:19]=[CH:18][CH:17]=1. The catalyst class is: 16.